Predict which catalyst facilitates the given reaction. From a dataset of Catalyst prediction with 721,799 reactions and 888 catalyst types from USPTO. (1) Reactant: O.[OH-].[Li+].[O:4]1[CH:8]=[CH:7][CH:6]=[C:5]1[C:9]1[O:10][C:11]([CH3:38])=[C:12]([CH2:14][O:15][C:16]2[CH:37]=[CH:36][C:19]([CH2:20][O:21]/[N:22]=[C:23](/[C:30]3[CH:35]=[CH:34][CH:33]=[CH:32][CH:31]=3)\[CH2:24][CH2:25][C:26]([O:28]C)=[O:27])=[CH:18][CH:17]=2)[N:13]=1.O.Cl. Product: [O:4]1[CH:8]=[CH:7][CH:6]=[C:5]1[C:9]1[O:10][C:11]([CH3:38])=[C:12]([CH2:14][O:15][C:16]2[CH:17]=[CH:18][C:19]([CH2:20][O:21]/[N:22]=[C:23](/[C:30]3[CH:35]=[CH:34][CH:33]=[CH:32][CH:31]=3)\[CH2:24][CH2:25][C:26]([OH:28])=[O:27])=[CH:36][CH:37]=2)[N:13]=1. The catalyst class is: 83. (2) Reactant: [CH3:1]C(C)([O-])C.[K+].[Si:7]([O:14][C@@H:15]1[CH:20]=[C:19]([C:21]2[CH:26]=[CH:25][N:24]=[CH:23][C:22]=2[N+:27]([O-:29])=[O:28])[CH2:18][C@H:17]([CH3:30])[C@:16]1([OH:33])[CH:31]=O)([C:10]([CH3:13])([CH3:12])[CH3:11])([CH3:9])[CH3:8]. Product: [Si:7]([O:14][C@@H:15]1[CH:20]=[C:19]([C:21]2[CH:26]=[CH:25][N:24]=[CH:23][C:22]=2[N+:27]([O-:29])=[O:28])[CH2:18][C@H:17]([CH3:30])[C@@:16]1([CH:31]=[CH2:1])[OH:33])([C:10]([CH3:12])([CH3:13])[CH3:11])([CH3:8])[CH3:9]. The catalyst class is: 307. (3) Reactant: N1C=CC=CC=1.C(B1OB(C=C)OB([CH:17]=[CH2:18])O1)=C.[CH2:19]([O:26][C:27]1[N:28]=[N:29][C:30](Cl)=[CH:31][C:32]=1[O:33][CH2:34][C:35]1[CH:40]=[CH:39][CH:38]=[CH:37][CH:36]=1)[C:20]1[CH:25]=[CH:24][CH:23]=[CH:22][CH:21]=1.C(=O)([O-])[O-].[K+].[K+]. Product: [CH2:19]([O:26][C:27]1[N:28]=[N:29][C:30]([CH:17]=[CH2:18])=[CH:31][C:32]=1[O:33][CH2:34][C:35]1[CH:40]=[CH:39][CH:38]=[CH:37][CH:36]=1)[C:20]1[CH:21]=[CH:22][CH:23]=[CH:24][CH:25]=1. The catalyst class is: 13. (4) Reactant: Br[CH:2]=[C:3]([C:5]1[CH:6]=[C:7]([CH:12]=[CH:13][CH:14]=1)[C:8]([NH:10][CH3:11])=[O:9])[CH3:4].P([O-])([O-])([O-])=O.[K+].[K+].[K+].N1CCC[C@H]1C(O)=O.[CH3:31][N:32]1[CH2:45][CH2:44][C:35]2[NH:36][C:37]3[CH:38]=[CH:39][C:40]([CH3:43])=[CH:41][C:42]=3[C:34]=2[CH2:33]1. Product: [CH3:31][N:32]1[CH2:45][CH2:44][C:35]2[N:36](/[CH:2]=[C:3](/[C:5]3[CH:6]=[C:7]([CH:12]=[CH:13][CH:14]=3)[C:8]([NH:10][CH3:11])=[O:9])\[CH3:4])[C:37]3[CH:38]=[CH:39][C:40]([CH3:43])=[CH:41][C:42]=3[C:34]=2[CH2:33]1. The catalyst class is: 122. (5) Reactant: [N+:1]([C:4]1[CH:13]=[C:12]2[C:7]([CH2:8][CH2:9][C:10](=[O:14])[CH2:11]2)=[CH:6][CH:5]=1)([O-])=O. Product: [NH2:1][C:4]1[CH:13]=[C:12]2[C:7]([CH2:8][CH2:9][C:10](=[O:14])[CH2:11]2)=[CH:6][CH:5]=1. The catalyst class is: 63. (6) Reactant: [F:1][C:2]1[CH:7]=[CH:6][C:5]([C:8]2[N:12]([CH3:13])[N:11]=[CH:10][C:9]=2/[CH:14]=[CH:15]/[C:16]([NH:18][C:19]2[CH:24]=[CH:23][C:22]([CH2:25][CH:26]([OH:31])[C:27]([O:29]C)=[O:28])=[CH:21][CH:20]=2)=[O:17])=[CH:4][CH:3]=1.[OH-].[Na+].Cl. Product: [F:1][C:2]1[CH:7]=[CH:6][C:5]([C:8]2[N:12]([CH3:13])[N:11]=[CH:10][C:9]=2/[CH:14]=[CH:15]/[C:16]([NH:18][C:19]2[CH:20]=[CH:21][C:22]([CH2:25][CH:26]([OH:31])[C:27]([OH:29])=[O:28])=[CH:23][CH:24]=2)=[O:17])=[CH:4][CH:3]=1. The catalyst class is: 5.